Predict the reaction yield, written as a fraction of the theoretical maximum amount of product (1.0 means a 100% yield; for example, 0.34 means a 34% yield). From a dataset of Reaction yield outcomes from USPTO patents with 853,638 reactions. (1) The reactants are [Br:1][C:2]1[CH:7]=[CH:6][C:5]([CH2:8][C:9]([OH:11])=O)=[C:4]([F:12])[CH:3]=1.[CH2:13]([O:15][C:16]1[N:21]=[CH:20][C:19]([NH2:22])=[CH:18][C:17]=1[C:23]([F:26])([F:25])[F:24])[CH3:14].CCN(C(C)C)C(C)C.CN(C(ON1N=NC2C=CC=NC1=2)=[N+](C)C)C.F[P-](F)(F)(F)(F)F. The catalyst is C(Cl)Cl.O. The product is [Br:1][C:2]1[CH:7]=[CH:6][C:5]([CH2:8][C:9]([NH:22][C:19]2[CH:20]=[N:21][C:16]([O:15][CH2:13][CH3:14])=[C:17]([C:23]([F:24])([F:25])[F:26])[CH:18]=2)=[O:11])=[C:4]([F:12])[CH:3]=1. The yield is 0.590. (2) The reactants are C[N:2](/[CH:4]=[C:5]1/[C:6](=[O:15])[NH:7][CH2:8][C:9]2[C:14]/1=[CH:13][CH:12]=[CH:11][CH:10]=2)[CH3:3].[N:16]1([CH2:22][C:23]2[CH:28]=[CH:27]C(N)=[CH:25][CH:24]=2)[CH2:21][CH2:20][CH2:19][CH2:18][CH2:17]1. The catalyst is CN(C)C=O. The product is [N:16]1([CH2:22][C:23]2[CH:28]=[CH:27][C:3]([NH:2][CH:4]=[C:5]3[C:14]4[C:9](=[CH:10][CH:11]=[CH:12][CH:13]=4)[CH2:8][NH:7][C:6]3=[O:15])=[CH:25][CH:24]=2)[CH2:21][CH2:20][CH2:19][CH2:18][CH2:17]1. The yield is 0.130.